From a dataset of Catalyst prediction with 721,799 reactions and 888 catalyst types from USPTO. Predict which catalyst facilitates the given reaction. (1) Reactant: [CH3:1][CH:2]1[CH:7]([NH2:8])[CH2:6][CH2:5][CH:4]([CH3:9])[NH:3]1.C(=O)([O-])[O-].[K+].[K+].[Br:16][C:17]1[S:25][C:24]2[C:23]([C:26]#[N:27])=[CH:22][N:21]=[C:20](Cl)[C:19]=2[CH:18]=1. Product: [Br:16][C:17]1[S:25][C:24]2[C:23]([C:26]#[N:27])=[CH:22][N:21]=[C:20]([NH:8][CH:7]3[CH2:6][CH2:5][CH:4]([CH3:9])[NH:3][CH:2]3[CH3:1])[C:19]=2[CH:18]=1. The catalyst class is: 179. (2) Reactant: Cl[C:2]1[CH:7]=[C:6]([O:8][C:9]2[CH:14]=[CH:13][C:12]([NH:15]C(=O)CC(NC3C=CC(F)=CC=3)=O)=[CH:11][C:10]=2[F:29])[CH:5]=[CH:4][N:3]=1.CC(C)([O-])C.[K+].ClC1C=CN=C([C:43]([NH2:45])=[O:44])C=1. Product: [NH2:15][C:12]1[CH:13]=[CH:14][C:9]([O:8][C:6]2[CH:5]=[CH:4][N:3]=[C:2]([C:43]([NH2:45])=[O:44])[CH:7]=2)=[C:10]([F:29])[CH:11]=1. The catalyst class is: 3. (3) Reactant: [OH:1][CH2:2][C@H:3]1[NH:12][C:11]2[C:6](=[CH:7][CH:8]=[CH:9][CH:10]=2)[NH:5][C:4]1=[O:13].[H-].[Na+].Cl[CH2:17][C:18]1[CH:23]=[CH:22][CH:21]=[CH:20][C:19]=1[O:24][CH3:25]. Product: [CH3:25][O:24][C:19]1[CH:20]=[CH:21][CH:22]=[CH:23][C:18]=1[CH2:17][O:1][CH2:2][C@H:3]1[NH:12][C:11]2[C:6](=[CH:7][CH:8]=[CH:9][CH:10]=2)[NH:5][C:4]1=[O:13]. The catalyst class is: 31. (4) Reactant: [CH3:1][C:2]1[C:7]([NH2:8])=[CH:6][CH:5]=[C:4]([CH:9]2[CH2:13][CH2:12][N:11]([CH2:14][C:15]3[CH:20]=[CH:19][CH:18]=[CH:17][CH:16]=3)[CH2:10]2)[N:3]=1.N1C=CC=CC=1.[CH3:27][C:28]1[C:32]([CH2:33][O:34][C:35]2[CH:40]=[CH:39][C:38]([S:41](Cl)(=[O:43])=[O:42])=[CH:37][CH:36]=2)=[C:31]([CH3:45])[O:30][N:29]=1. Product: [CH3:27][C:28]1[C:32]([CH2:33][O:34][C:35]2[CH:36]=[CH:37][C:38]([S:41]([NH:8][C:7]3[C:2]([CH3:1])=[N:3][C:4]([CH:9]4[CH2:13][CH2:12][N:11]([CH2:14][C:15]5[CH:20]=[CH:19][CH:18]=[CH:17][CH:16]=5)[CH2:10]4)=[CH:5][CH:6]=3)(=[O:43])=[O:42])=[CH:39][CH:40]=2)=[C:31]([CH3:45])[O:30][N:29]=1. The catalyst class is: 4.